Task: Predict the reactants needed to synthesize the given product.. Dataset: Full USPTO retrosynthesis dataset with 1.9M reactions from patents (1976-2016) (1) The reactants are: C(O)(C(F)(F)F)=O.[C:8]([C:10]1[CH:15]=[CH:14][C:13]([C:16]2[CH:17]=[N:18][N:19]([C:22]3[CH:30]=[CH:29][C:25]([C:26]([OH:28])=O)=[CH:24][N:23]=3)[C:20]=2[OH:21])=[C:12]([CH3:31])[CH:11]=1)#[N:9].[N:32]1([CH2:38][CH2:39][CH2:40][NH2:41])[CH2:37][CH2:36][CH2:35][CH2:34][CH2:33]1. Given the product [C:8]([C:10]1[CH:15]=[CH:14][C:13]([C:16]2[CH:17]=[N:18][N:19]([C:22]3[CH:30]=[CH:29][C:25]([C:26]([NH:41][CH2:40][CH2:39][CH2:38][N:32]4[CH2:37][CH2:36][CH2:35][CH2:34][CH2:33]4)=[O:28])=[CH:24][N:23]=3)[C:20]=2[OH:21])=[C:12]([CH3:31])[CH:11]=1)#[N:9], predict the reactants needed to synthesize it. (2) Given the product [ClH:34].[F:1][C:2]1[CH:7]=[CH:6][CH:5]=[CH:4][C:3]=1[C:8]1[N:12]([S:13]([C:16]2[CH:21]=[CH:20][CH:19]=[C:18]([S:22]([CH3:25])(=[O:24])=[O:23])[CH:17]=2)(=[O:15])=[O:14])[CH:11]=[C:10]([CH2:26][NH:31][CH3:30])[CH:9]=1, predict the reactants needed to synthesize it. The reactants are: [F:1][C:2]1[CH:7]=[CH:6][CH:5]=[CH:4][C:3]=1[C:8]1[N:12]([S:13]([C:16]2[CH:21]=[CH:20][CH:19]=[C:18]([S:22]([CH3:25])(=[O:24])=[O:23])[CH:17]=2)(=[O:15])=[O:14])[CH:11]=[C:10]([CH:26]=O)[CH:9]=1.CO.[CH3:30][NH2:31].[BH4-].[Na+].[ClH:34].C(=O)([O-])O.[Na+].